This data is from Full USPTO retrosynthesis dataset with 1.9M reactions from patents (1976-2016). The task is: Predict the reactants needed to synthesize the given product. Given the product [NH2:54][C:52]([CH2:51][C@H:50]([NH:49][C:5](=[O:7])[C:4]1[CH:8]=[CH:9][C:10]([C:11]([N:13]2[CH2:17][CH2:16][CH2:15][CH2:14]2)=[O:12])=[C:2]([CH3:1])[CH:3]=1)[C:55]1[NH:59][C:58]2[CH:60]=[CH:61][C:62]([Cl:64])=[CH:63][C:57]=2[N:56]=1)=[O:53], predict the reactants needed to synthesize it. The reactants are: [CH3:1][C:2]1[CH:3]=[C:4]([CH:8]=[CH:9][C:10]=1[C:11]([N:13]1[CH2:17][CH2:16][CH2:15][CH2:14]1)=[O:12])[C:5]([OH:7])=O.CN(C(ON1N=NC2C=CC=CC1=2)=[N+](C)C)C.[B-](F)(F)(F)F.C(N(C(C)C)CC)(C)C.[NH2:49][C@H:50]([C:55]1[NH:59][C:58]2[CH:60]=[CH:61][C:62]([Cl:64])=[CH:63][C:57]=2[N:56]=1)[CH2:51][C:52]([NH2:54])=[O:53].ClCl.